Dataset: Forward reaction prediction with 1.9M reactions from USPTO patents (1976-2016). Task: Predict the product of the given reaction. (1) Given the reactants CN(C)[C:3]([C:5]1([C:8]2[CH:13]=[CH:12][CH:11]=[CH:10][CH:9]=2)[CH2:7][CH2:6]1)=[O:4].[CH3:15][Li].[Cl-].[NH4+], predict the reaction product. The product is: [C:8]1([C:5]2([C:3](=[O:4])[CH3:15])[CH2:7][CH2:6]2)[CH:13]=[CH:12][CH:11]=[CH:10][CH:9]=1. (2) Given the reactants C([O:8][C:9]1[CH:14]=[CH:13][C:12]([C:15]#[C:16][CH2:17][O:18][CH:19]2[CH2:24][CH2:23][CH2:22][CH2:21][O:20]2)=[CH:11][C:10]=1[N+:25]([O-])=O)C1C=CC=CC=1, predict the reaction product. The product is: [NH2:25][C:10]1[CH:11]=[C:12]([CH2:15][CH2:16][CH2:17][O:18][CH:19]2[CH2:24][CH2:23][CH2:22][CH2:21][O:20]2)[CH:13]=[CH:14][C:9]=1[OH:8]. (3) Given the reactants C[O:2][C:3]([C:5]1([CH:13]=[N:14][O:15][CH2:16][C:17]2[CH:22]=[CH:21][CH:20]=[CH:19][CH:18]=2)[CH2:8][CH:7]([CH2:9][CH2:10][CH2:11][CH3:12])[CH2:6]1)=[O:4].O.[OH-].[Li+].Cl, predict the reaction product. The product is: [CH2:16]([O:15][N:14]=[CH:13][C:5]1([C:3]([OH:4])=[O:2])[CH2:8][CH:7]([CH2:9][CH2:10][CH2:11][CH3:12])[CH2:6]1)[C:17]1[CH:22]=[CH:21][CH:20]=[CH:19][CH:18]=1. (4) Given the reactants [C:1]([NH:8][C:9]1([C:18]([OH:20])=O)[CH2:17][C:16]2[C:11](=[CH:12][CH:13]=[CH:14][CH:15]=2)[CH2:10]1)([O:3]C(C)(C)C)=O.[CH3:21][CH2:22][N:23]=[C:24]=[N:25][CH2:26][CH2:27][CH2:28]N(C)C.Cl.Cl.[C:34]([NH:44]CCCCN)(OCC1C=CC=CC=1)=O.C([N:52](CC)CC)C.[CH3:57][C:58]1([CH3:66])[CH2:64][CH2:63]C(=O)O[C:59]1=[O:60], predict the reaction product. The product is: [NH:23]1[CH2:22][CH2:21][N:52]=[C:24]1[NH:25][CH2:26][CH2:27][CH2:28][CH2:34][NH:44][C:18]([C:9]1([NH:8][C:1](=[O:3])[CH2:63][CH2:64][C:58]([CH:59]=[O:60])([CH3:66])[CH3:57])[CH2:10][C:11]2[C:16](=[CH:15][CH:14]=[CH:13][CH:12]=2)[CH2:17]1)=[O:20].